Dataset: Full USPTO retrosynthesis dataset with 1.9M reactions from patents (1976-2016). Task: Predict the reactants needed to synthesize the given product. Given the product [C:31]1([CH2:37][C:38]([O:40][CH2:27][CH2:26][O:25][C:23]([NH:7][C:3]2([C:4]([OH:6])=[O:5])[CH2:2][CH2:1]2)=[O:24])=[O:39])[CH:36]=[CH:35][CH:34]=[CH:33][CH:32]=1, predict the reactants needed to synthesize it. The reactants are: [CH2:1]1[C:3]([NH2:7])([C:4]([OH:6])=[O:5])[CH2:2]1.Cl[Si](C)(C)C.CCN(C(C)C)C(C)C.Cl[C:23]([O:25][CH:26](Cl)[CH:27](C)C)=[O:24].[C:31]1([CH2:37][C:38]([OH:40])=[O:39])[CH:36]=[CH:35][CH:34]=[CH:33][CH:32]=1.